Dataset: Catalyst prediction with 721,799 reactions and 888 catalyst types from USPTO. Task: Predict which catalyst facilitates the given reaction. (1) Reactant: [CH3:1][O:2][C:3]1[CH:4]=[C:5]2[C:10](=[CH:11][C:12]=1[O:13][CH3:14])[N:9]=[CH:8][CH:7]=[C:6]2[O:15][C:16]1[CH:17]=[C:18]2[C:22](=[CH:23][CH:24]=1)[NH:21][CH:20]=[CH:19]2.[H-].[Na+].[C:27](Cl)(=[O:29])[CH3:28].O. Product: [CH3:1][O:2][C:3]1[CH:4]=[C:5]2[C:10](=[CH:11][C:12]=1[O:13][CH3:14])[N:9]=[CH:8][CH:7]=[C:6]2[O:15][C:16]1[CH:17]=[C:18]2[C:22](=[CH:23][CH:24]=1)[N:21]([C:27](=[O:29])[CH3:28])[CH:20]=[CH:19]2. The catalyst class is: 9. (2) Product: [N:1]1[C:6]2[CH:7]=[CH:8][CH:9]=[CH:10][C:5]=2[N:4]=[C:3]([N:11]2[CH2:16][CH2:15][N:14]([C:17]([NH:19][C:20]3[C:21]([C:25]([OH:27])=[O:26])=[CH:22][S:23][CH:24]=3)=[O:18])[CH2:13][CH2:12]2)[N:2]=1. Reactant: [N:1]1[C:6]2[CH:7]=[CH:8][CH:9]=[CH:10][C:5]=2[N:4]=[C:3]([N:11]2[CH2:16][CH2:15][N:14]([C:17]([NH:19][C:20]3[C:21]([C:25]([O:27]C)=[O:26])=[CH:22][S:23][CH:24]=3)=[O:18])[CH2:13][CH2:12]2)[N:2]=1.O.[OH-].[Li+].Cl. The catalyst class is: 87. (3) Reactant: [CH3:1][O:2][C:3]1[CH:12]=[C:11]2[C:6]([CH2:7][CH2:8][CH:9]([C:13]([O:15]C)=[O:14])[CH2:10]2)=[CH:5][CH:4]=1.[OH-].[Na+]. The catalyst class is: 5. Product: [CH3:1][O:2][C:3]1[CH:12]=[C:11]2[C:6]([CH2:7][CH2:8][CH:9]([C:13]([OH:15])=[O:14])[CH2:10]2)=[CH:5][CH:4]=1. (4) Reactant: O1CCCCC1O[CH:8]([C:12]1([C:21]2[S:22][C:23]([C:26]3[CH:31]=[CH:30][C:29]([Cl:32])=[CH:28][CH:27]=3)=[CH:24][CH:25]=2)[S:18](=[O:20])(=[O:19])[CH2:17][CH2:16][NH:15][CH2:14][CH2:13]1)[C:9]([NH2:11])=[O:10].N1C=CC=CC=1.[CH3:39][O:40][C:41]1[CH:49]=[CH:48][CH:47]=[CH:46][C:42]=1[C:43](Cl)=[O:44].[OH2:50]. Product: [OH:50][NH:11][C:9](=[O:10])[CH2:8][C:12]1([C:21]2[S:22][C:23]([C:26]3[CH:31]=[CH:30][C:29]([Cl:32])=[CH:28][CH:27]=3)=[CH:24][CH:25]=2)[S:18](=[O:20])(=[O:19])[CH2:17][CH2:16][N:15]([C:43](=[O:44])[C:42]2[CH:46]=[CH:47][CH:48]=[CH:49][C:41]=2[O:40][CH3:39])[CH2:14][CH2:13]1. The catalyst class is: 22. (5) Reactant: [CH3:1][O:2][C:3]1[CH:8]=[C:7]([O:9][CH3:10])[CH:6]=[CH:5][C:4]=1[C:11]1[CH:15]=[C:14]([CH2:16][CH2:17][CH:18]=O)[O:13][N:12]=1.[F:20][C:21]([F:36])([F:35])[C:22]1[CH:34]=[CH:33][CH:32]=[CH:31][C:23]=1[CH2:24][N:25]1[CH2:30][CH2:29][NH:28][CH2:27][CH2:26]1.[BH-](OC(C)=O)(OC(C)=O)OC(C)=O.[Na+]. Product: [CH3:1][O:2][C:3]1[CH:8]=[C:7]([O:9][CH3:10])[CH:6]=[CH:5][C:4]=1[C:11]1[CH:15]=[C:14]([CH2:16][CH2:17][CH2:18][N:28]2[CH2:27][CH2:26][N:25]([CH2:24][C:23]3[CH:31]=[CH:32][CH:33]=[CH:34][C:22]=3[C:21]([F:35])([F:36])[F:20])[CH2:30][CH2:29]2)[O:13][N:12]=1. The catalyst class is: 2. (6) Reactant: [OH:1][C:2]1[CH:3]=[C:4]([CH:9]=[C:10]([O:12][C@H:13]2[CH2:17][CH2:16][N:15]([CH3:18])[C:14]2=[O:19])[CH:11]=1)[C:5]([O:7][CH3:8])=[O:6].[N:20]1([C:24]([C:26]2[CH:31]=[N:30][C:29](Cl)=[CH:28][N:27]=2)=[O:25])[CH2:23][CH2:22][CH2:21]1.C(=O)([O-])[O-]. Product: [N:20]1([C:24]([C:26]2[N:27]=[CH:28][C:29]([O:1][C:2]3[CH:3]=[C:4]([CH:9]=[C:10]([O:12][C@H:13]4[CH2:17][CH2:16][N:15]([CH3:18])[C:14]4=[O:19])[CH:11]=3)[C:5]([O:7][CH3:8])=[O:6])=[N:30][CH:31]=2)=[O:25])[CH2:23][CH2:22][CH2:21]1. The catalyst class is: 44. (7) Reactant: [C:1]1([Mg]Br)[CH:6]=[CH:5][CH:4]=[CH:3][CH:2]=1.[CH3:9][C:10]([CH3:30])([CH3:29])[CH2:11][C:12](=[O:28])[C:13]([NH:15][C:16]1[CH:17]=[CH:18][C:19]2[C:24](=[O:25])[O:23][N:22]=[C:21]([CH3:26])[C:20]=2[CH:27]=1)=[O:14]. Product: [CH3:9][C:10]([CH3:30])([CH3:29])[CH2:11][C:12]([OH:28])([C:1]1[CH:6]=[CH:5][CH:4]=[CH:3][CH:2]=1)[C:13]([NH:15][C:16]1[CH:17]=[CH:18][C:19]2[C:24](=[O:25])[O:23][N:22]=[C:21]([CH3:26])[C:20]=2[CH:27]=1)=[O:14]. The catalyst class is: 7. (8) Reactant: [Br:1][C:2]1[CH:7]=[CH:6][CH:5]=[CH:4][C:3]=1[C@@H:8]1[CH2:13][CH2:12][C:11]([F:15])([F:14])[CH2:10][C@H:9]1[C:16]([OH:18])=O.F[P-](F)(F)(F)(F)F.[N:26]1(O[P+](N2CCCC2)(N2CCCC2)N2CCCC2)[C:30]2C=CC=C[C:29]=2[N:28]=N1.Cl.NCC#N.C(N(CC)CC)C. Product: [Br:1][C:2]1[CH:7]=[CH:6][CH:5]=[CH:4][C:3]=1[C@@H:8]1[CH2:13][CH2:12][C:11]([F:14])([F:15])[CH2:10][C@H:9]1[C:16]([NH:28][CH2:29][C:30]#[N:26])=[O:18]. The catalyst class is: 35. (9) Reactant: [Cl:1][C:2]1[CH:7]=[C:6]([C:8]([OH:10])=O)[CH:5]=[CH:4][C:3]=1[C:11]1[CH:16]=[CH:15][CH:14]=[CH:13][CH:12]=1.O[NH:18][C:19](=[NH:28])[C:20]1[CH:25]=[CH:24][C:23]([CH2:26][OH:27])=[CH:22][CH:21]=1.O.ON1C2C=CC=CC=2N=N1. Product: [Cl:1][C:2]1[CH:7]=[C:6]([C:8]2[O:10][N:28]=[C:19]([C:20]3[CH:25]=[CH:24][C:23]([CH2:26][OH:27])=[CH:22][CH:21]=3)[N:18]=2)[CH:5]=[CH:4][C:3]=1[C:11]1[CH:16]=[CH:15][CH:14]=[CH:13][CH:12]=1. The catalyst class is: 9.